Predict the product of the given reaction. From a dataset of Forward reaction prediction with 1.9M reactions from USPTO patents (1976-2016). (1) Given the reactants [Cl:1][C:2]1[CH:6]=[C:5](C(O)=O)[N:4]([C:10]2[CH:11]=[N:12][CH:13]=[CH:14][CH:15]=2)[N:3]=1, predict the reaction product. The product is: [Cl:1][C:2]1[CH:6]=[CH:5][N:4]([C:10]2[CH:11]=[N:12][CH:13]=[CH:14][CH:15]=2)[N:3]=1. (2) Given the reactants [NH2:1][C:2]1[CH:3]=[C:4]2[C:8](=[CH:9][CH:10]=1)[CH2:7][CH2:6][CH2:5]2.[N+:11]([O-:14])(O)=[O:12].[C:15](OC(=O)C)(=[O:17])[CH3:16], predict the reaction product. The product is: [N+:11]([C:10]1[CH:9]=[C:8]2[C:4]([CH2:5][CH2:6][CH2:7]2)=[CH:3][C:2]=1[NH:1][C:15](=[O:17])[CH3:16])([O-:14])=[O:12]. (3) Given the reactants [N+:1]([C:4]1[CH:11]=[C:10]([O:12][CH2:13][CH:14]2[CH2:19][CH2:18][NH:17][CH2:16][CH2:15]2)[C:9]([O:20][CH3:21])=[CH:8][C:5]=1[C:6]#[N:7])([O-:3])=[O:2].C=O.[C:24](O)(=O)C.[BH-](OC(C)=O)(OC(C)=O)OC(C)=O.[Na+], predict the reaction product. The product is: [N+:1]([C:4]1[CH:11]=[C:10]([O:12][CH2:13][CH:14]2[CH2:15][CH2:16][N:17]([CH3:24])[CH2:18][CH2:19]2)[C:9]([O:20][CH3:21])=[CH:8][C:5]=1[C:6]#[N:7])([O-:3])=[O:2]. (4) Given the reactants C([NH:9][C:10]1[S:11][CH2:12][C@@H:13]2[CH2:18][N:17]([C:19]3[N:24]=[CH:23][C:22]([F:25])=[CH:21][N:20]=3)[CH2:16][C@:14]2([C:26]2[CH:27]=[C:28]([NH:33][C:34]([C:36]3[CH:41]=[CH:40][C:39]([C:42]#[N:43])=[CH:38][N:37]=3)=[O:35])[CH:29]=[CH:30][C:31]=2[F:32])[N:15]=1)(=O)C1C=CC=CC=1.[ClH:44].CON.N1C=CC=CC=1, predict the reaction product. The product is: [ClH:44].[NH2:9][C:10]1[S:11][CH2:12][C@@H:13]2[CH2:18][N:17]([C:19]3[N:24]=[CH:23][C:22]([F:25])=[CH:21][N:20]=3)[CH2:16][C@:14]2([C:26]2[CH:27]=[C:28]([NH:33][C:34]([C:36]3[CH:41]=[CH:40][C:39]([C:42]#[N:43])=[CH:38][N:37]=3)=[O:35])[CH:29]=[CH:30][C:31]=2[F:32])[N:15]=1. (5) Given the reactants [Br:1][C:2]1[CH:7]=[CH:6][C:5]([N:8]2[CH2:13][CH2:12][NH:11][CH2:10][CH2:9]2)=[CH:4][CH:3]=1.C(N(CC)CC)C.Cl[C:22]([O:24][CH2:25][C:26]1[CH:31]=[CH:30][CH:29]=[CH:28][CH:27]=1)=[O:23], predict the reaction product. The product is: [CH2:25]([O:24][C:22]([N:11]1[CH2:12][CH2:13][N:8]([C:5]2[CH:4]=[CH:3][C:2]([Br:1])=[CH:7][CH:6]=2)[CH2:9][CH2:10]1)=[O:23])[C:26]1[CH:31]=[CH:30][CH:29]=[CH:28][CH:27]=1.